Dataset: Forward reaction prediction with 1.9M reactions from USPTO patents (1976-2016). Task: Predict the product of the given reaction. (1) Given the reactants [NH2:1][C:2]1[C:11]2[N:10]=[CH:9][C:8]([CH2:12][CH2:13][C:14]3[CH:24]=[CH:23][C:17](C(OCC)=O)=[CH:16][CH:15]=3)=[CH:7][C:6]=2[C:5]2[CH:25]=[CH:26][C:27]([CH3:29])=[CH:28][C:4]=2[N:3]=1.[CH3:30][Mg]I.CC[O:35][CH2:36][CH3:37], predict the reaction product. The product is: [NH2:1][C:2]1[C:11]2[N:10]=[CH:9][C:8]([CH2:12][CH2:13][C:14]3[CH:24]=[CH:23][C:17]([C:36]([OH:35])([CH3:37])[CH3:30])=[CH:16][CH:15]=3)=[CH:7][C:6]=2[C:5]2[CH:25]=[CH:26][C:27]([CH3:29])=[CH:28][C:4]=2[N:3]=1. (2) Given the reactants C[O:2][C:3](=O)[CH2:4][CH2:5][N:6]1[CH2:10][CH2:9][C:8]2([CH2:15][CH2:14][C:13]([N:21]([CH3:23])[CH3:22])([C:16]3[S:17][CH:18]=[CH:19][CH:20]=3)[CH2:12][CH2:11]2)[CH2:7]1.[CH2:25]([Mg]Br)[CH3:26].S(=O)(=O)(O)O.C(=O)([O-])[O-].[K+].[K+].O1CC[CH2:42][CH2:41]1, predict the reaction product. The product is: [CH3:22][N:21]([CH3:23])[C:13]1([C:16]2[S:17][CH:18]=[CH:19][CH:20]=2)[CH2:14][CH2:15][C:8]2([CH2:9][CH2:10][N:6]([CH2:5][CH2:4][C:3]([CH2:25][CH3:26])([OH:2])[CH2:41][CH3:42])[CH2:7]2)[CH2:11][CH2:12]1. (3) The product is: [Cl:17][C:4]1[CH:3]=[C:2]([NH:1][C:42]2[CH:43]=[CH:44][CH:45]=[CH:46][C:47]=2[CH2:48][O:9][CH2:8][CH2:5][O:65][CH:64]2[CH2:4][CH2:3][CH2:2][CH2:7][O:67]2)[CH:7]=[CH:6][C:5]=1[C:8]([C:10]1[CH:15]=[CH:14][CH:13]=[CH:12][C:11]=1[CH3:16])=[O:9]. Given the reactants [NH2:1][C:2]1[CH:7]=[CH:6][C:5]([C:8]([C:10]2[CH:15]=[CH:14][CH:13]=[CH:12][C:11]=2[CH3:16])=[O:9])=[C:4]([Cl:17])[CH:3]=1.C1C=CC(P([C:44]2[C:45](C3C(P(C4C=CC=CC=4)C4C=CC=CC=4)=C[CH:48]=[C:47]4[C:42]=3[CH:43]=[CH:44][CH:45]=[CH:46]4)=[C:46]3[C:47]([CH:48]=CC=C3)=[CH:42][CH:43]=2)C2C=CC=CC=2)=CC=1.[C:64]([O-:67])([O-])=[O:65].[Cs+].[Cs+], predict the reaction product. (4) Given the reactants [N:1]([CH2:4][CH2:5][CH2:6][N:7]([C:15]1[CH:20]=[CH:19][C:18]([C:21]2[N:26]3[C:27]4[CH:33]=[CH:32][CH:31]=[CH:30][C:28]=4[N:29]=[C:25]3[N:24]=[CH:23][CH:22]=2)=[CH:17][CH:16]=1)C(=O)OC(C)(C)C)=[N+:2]=[N-:3].C(O)(C(F)(F)F)=O, predict the reaction product. The product is: [N:1]([CH2:4][CH2:5][CH2:6][NH:7][C:15]1[CH:16]=[CH:17][C:18]([C:21]2[N:26]3[C:27]4[CH:33]=[CH:32][CH:31]=[CH:30][C:28]=4[N:29]=[C:25]3[N:24]=[CH:23][CH:22]=2)=[CH:19][CH:20]=1)=[N+:2]=[N-:3]. (5) Given the reactants [C:1]([N:8]1[CH2:13][CH2:12][CH:11]([CH2:14][NH2:15])[CH2:10][CH2:9]1)([O:3][C:4]([CH3:7])([CH3:6])[CH3:5])=[O:2].[Cl:16][C:17]1[N:22]=[C:21]([Cl:23])[C:20]([Cl:24])=[C:19](Cl)[C:18]=1[Cl:26].C(=O)([O-])[O-].[K+].[K+], predict the reaction product. The product is: [C:1]([N:8]1[CH2:13][CH2:12][CH:11]([CH2:14][NH:15][C:19]2[C:18]([Cl:26])=[C:17]([Cl:16])[N:22]=[C:21]([Cl:23])[C:20]=2[Cl:24])[CH2:10][CH2:9]1)([O:3][C:4]([CH3:7])([CH3:6])[CH3:5])=[O:2]. (6) Given the reactants O[C@H:2]([C:22]([CH3:25])([CH3:24])[CH3:23])[C@@H:3]([NH:7][C:8]([O:10][CH2:11][CH2:12][CH2:13][CH2:14][CH2:15][C:16]1[CH:21]=[CH:20][CH:19]=[CH:18][CH:17]=1)=[O:9])[C:4]([OH:6])=[O:5].O[C@@H](C(C)(C)C)[C@@H](NC(OCCCCCC1C=CC=CC=1)=O)C(O)=O.CCN(CC)CC.CN(C(ON1N=NC2C=CC=CC1=2)=[N+](C)C)C.[B-](F)(F)(F)F, predict the reaction product. The product is: [C:16]1([CH2:15][CH2:14][CH2:13][CH2:12][CH2:11][O:10][C:8](=[O:9])[NH:7][C@H:3]2[C:4](=[O:6])[O:5][C@@H:2]2[C:22]([CH3:25])([CH3:24])[CH3:23])[CH:21]=[CH:20][CH:19]=[CH:18][CH:17]=1. (7) Given the reactants Br[C:2]1[CH:7]=[CH:6][C:5]([C:8]([F:16])([F:15])[C:9]([N:11]([O:13][CH3:14])[CH3:12])=[O:10])=[CH:4][CH:3]=1.Br[C:18]1[CH:23]=[CH:22][C:21]([F:24])=[CH:20][N:19]=1.C[Sn](C)C.C[Sn](C)C, predict the reaction product. The product is: [F:15][C:8]([F:16])([C:5]1[CH:6]=[CH:7][C:2]([C:18]2[CH:23]=[CH:22][C:21]([F:24])=[CH:20][N:19]=2)=[CH:3][CH:4]=1)[C:9]([N:11]([O:13][CH3:14])[CH3:12])=[O:10]. (8) Given the reactants [CH3:1][O:2][C:3](=[O:25])[CH:4]([NH:7][C:8](=O)[C:9]1[CH:14]=[CH:13][C:12]([CH2:15][NH:16][C:17]([O:19][C:20]([CH3:23])([CH3:22])[CH3:21])=[O:18])=[CH:11][CH:10]=1)[CH2:5]O.COC1C=CC(P2(SP(C3C=CC(OC)=CC=3)(=S)S2)=[S:35])=CC=1, predict the reaction product. The product is: [CH3:1][O:2][C:3]([CH:4]1[CH2:5][S:35][C:8]([C:9]2[CH:14]=[CH:13][C:12]([CH2:15][NH:16][C:17]([O:19][C:20]([CH3:23])([CH3:22])[CH3:21])=[O:18])=[CH:11][CH:10]=2)=[N:7]1)=[O:25].